Dataset: NCI-60 drug combinations with 297,098 pairs across 59 cell lines. Task: Regression. Given two drug SMILES strings and cell line genomic features, predict the synergy score measuring deviation from expected non-interaction effect. Drug 1: CC1=C2C(C(=O)C3(C(CC4C(C3C(C(C2(C)C)(CC1OC(=O)C(C(C5=CC=CC=C5)NC(=O)OC(C)(C)C)O)O)OC(=O)C6=CC=CC=C6)(CO4)OC(=O)C)O)C)O. Drug 2: C1CN1C2=NC(=NC(=N2)N3CC3)N4CC4. Cell line: SK-MEL-28. Synergy scores: CSS=24.0, Synergy_ZIP=-11.8, Synergy_Bliss=-1.65, Synergy_Loewe=-9.94, Synergy_HSA=0.492.